This data is from Catalyst prediction with 721,799 reactions and 888 catalyst types from USPTO. The task is: Predict which catalyst facilitates the given reaction. (1) Reactant: [Br:1][C:2]1[N:3]=[CH:4][C:5]2[N:6]([CH:8]=[CH:9][N:10]=2)[CH:7]=1.C1C(=O)N([Br:18])C(=O)C1. Product: [Br:18][C:8]1[N:6]2[CH:7]=[C:2]([Br:1])[N:3]=[CH:4][C:5]2=[N:10][CH:9]=1. The catalyst class is: 39. (2) Reactant: [CH2:1]([NH:5][S:6]([NH:9][C:10](=[O:31])/[CH:11]=[CH:12]/[C:13]1[C:14]([CH3:30])=[N:15][N:16]([CH3:29])[C:17]=1[N:18]1[C:26]2[C:21](=[CH:22][CH:23]=[C:24]([O:27][CH3:28])[CH:25]=2)[CH:20]=[CH:19]1)(=[O:8])=[O:7])[CH2:2][CH2:3][CH3:4].[Cl:32]N1C(=O)CCC1=O.C(OCC)(=O)C. Product: [CH2:1]([NH:5][S:6]([NH:9][C:10](=[O:31])/[CH:11]=[CH:12]/[C:13]1[C:14]([CH3:30])=[N:15][N:16]([CH3:29])[C:17]=1[N:18]1[C:26]2[C:21](=[CH:22][CH:23]=[C:24]([O:27][CH3:28])[CH:25]=2)[C:20]([Cl:32])=[CH:19]1)(=[O:8])=[O:7])[CH2:2][CH2:3][CH3:4]. The catalyst class is: 10. (3) Reactant: [CH:1]1([N:4]([CH2:35][C:36]2[CH:41]=[C:40]([CH2:42][CH2:43][CH2:44][O:45][CH3:46])[CH:39]=[C:38]([O:47][CH2:48][CH2:49][O:50][CH3:51])[CH:37]=2)[C:5]([C@@H:7]2[C@:12]([C:20]3[CH:25]=[CH:24][C:23]([F:26])=[C:22]([F:27])[CH:21]=3)([O:13][CH2:14][C:15]3[N:16]=[N:17][NH:18][CH:19]=3)[CH2:11][CH2:10][N:9](C(OC(C)(C)C)=O)[CH2:8]2)=[O:6])[CH2:3][CH2:2]1.Cl. Product: [CH:1]1([N:4]([CH2:35][C:36]2[CH:41]=[C:40]([CH2:42][CH2:43][CH2:44][O:45][CH3:46])[CH:39]=[C:38]([O:47][CH2:48][CH2:49][O:50][CH3:51])[CH:37]=2)[C:5]([C@@H:7]2[C@:12]([C:20]3[CH:25]=[CH:24][C:23]([F:26])=[C:22]([F:27])[CH:21]=3)([O:13][CH2:14][C:15]3[NH:16][N:17]=[N:18][CH:19]=3)[CH2:11][CH2:10][NH:9][CH2:8]2)=[O:6])[CH2:3][CH2:2]1. The catalyst class is: 4. (4) Reactant: [C:1]([C:3]1[CH:4]=[C:5]2[C:10](=[CH:11][CH:12]=1)[CH:9]=[N:8][CH:7]=[C:6]2[CH2:13][C:14](O)=O)#[CH:2].[CH3:17]CN(C(C)C)C(C)C.[NH2:26][C:27]1[C:28](=[O:40])[N:29](C)[C:30](=[O:38])[N:31]([CH2:34][CH:35]([CH3:37])[CH3:36])[C:32]=1[NH2:33]. Product: [C:1]([C:3]1[CH:4]=[C:5]2[C:10](=[CH:11][CH:12]=1)[CH:9]=[N:8][CH:7]=[C:6]2[CH2:13][C:14]1[N:26]([CH3:17])[C:27]2[C:28](=[O:40])[NH:29][C:30](=[O:38])[N:31]([CH2:34][CH:35]([CH3:37])[CH3:36])[C:32]=2[N:33]=1)#[CH:2]. The catalyst class is: 3. (5) Reactant: [Cl:1][C:2]1[CH:7]=[CH:6][C:5]([C:8]2[O:12][CH:11]=[N:10][C:9]=2[C:13](OCC)=[O:14])=[CH:4][CH:3]=1.CC(C[AlH]CC(C)C)C.[NH4+].[Cl-]. Product: [Cl:1][C:2]1[CH:3]=[CH:4][C:5]([C:8]2[O:12][CH:11]=[N:10][C:9]=2[CH:13]=[O:14])=[CH:6][CH:7]=1. The catalyst class is: 1.